This data is from Reaction yield outcomes from USPTO patents with 853,638 reactions. The task is: Predict the reaction yield, written as a fraction of the theoretical maximum amount of product (1.0 means a 100% yield; for example, 0.34 means a 34% yield). (1) The reactants are C([Si](C)(C)O[C@@H]1CC[C@H]([N:13]2[CH2:17][CH2:16][CH2:15][C:14]2=[O:18])CC1)(C)(C)C.[F:21][C:22]([F:32])([F:31])[C:23]1[CH:30]=[CH:29][C:26]([CH2:27]Br)=[CH:25][CH:24]=1.[Li+].CC([N-]C(C)C)C. No catalyst specified. The product is [F:21][C:22]([F:31])([F:32])[C:23]1[CH:30]=[CH:29][C:26]([CH2:27][CH:15]2[CH2:16][CH2:17][NH:13][C:14]2=[O:18])=[CH:25][CH:24]=1. The yield is 0.390. (2) The reactants are [H-].[Na+].[CH2:3]([C:6]1[CH:14]=[C:13]2[C:9]([CH2:10][C:11](=[O:15])[NH:12]2)=[CH:8][CH:7]=1)[CH2:4][CH3:5].[Cl:16][C:17]1[C:26]2[C:21](=[CH:22][C:23]([O:27][CH2:28][CH2:29][CH2:30][N:31]3[CH2:36][CH2:35][O:34][CH2:33][CH2:32]3)=[CH:24][CH:25]=2)[N:20]=[CH:19][N:18]=1. The catalyst is CN(C)C=O. The product is [C:23]([O:15][CH2:11][CH3:10])(=[O:27])[CH3:22].[ClH:16].[N:31]1([CH2:30][CH2:29][CH2:28][O:27][C:23]2[CH:22]=[C:21]3[C:26]([C:17]([C:10]4[C:9]5[C:13](=[CH:14][C:6]([CH2:3][CH2:4][CH3:5])=[CH:7][CH:8]=5)[NH:12][C:11]=4[OH:15])=[N:18][CH:19]=[N:20]3)=[CH:25][CH:24]=2)[CH2:36][CH2:35][O:34][CH2:33][CH2:32]1. The yield is 0.620.